The task is: Predict the reactants needed to synthesize the given product.. This data is from Full USPTO retrosynthesis dataset with 1.9M reactions from patents (1976-2016). (1) The reactants are: [O:1]1[CH2:6][CH2:5][N:4]([C:7]23[C:34]4[CH:33]=[CH:32][C:31]([CH:35]([OH:38])CO)=[CH:30][C:29]=4[O:28][CH2:27][CH:8]2[C:9]([C:12]2[O:16][N:15]=[C:14]([C:17]4[CH:22]=[CH:21][CH:20]=[CH:19][CH:18]=4)[C:13]=2[C:23]([F:26])([F:25])[F:24])=[N:10][O:11]3)[CH2:3][CH2:2]1.I([O-])(=O)(=O)=O.[Na+]. Given the product [O:1]1[CH2:2][CH2:3][N:4]([C:7]23[C:34]4[CH:33]=[CH:32][C:31]([CH:35]=[O:38])=[CH:30][C:29]=4[O:28][CH2:27][CH:8]2[C:9]([C:12]2[O:16][N:15]=[C:14]([C:17]4[CH:18]=[CH:19][CH:20]=[CH:21][CH:22]=4)[C:13]=2[C:23]([F:25])([F:26])[F:24])=[N:10][O:11]3)[CH2:5][CH2:6]1, predict the reactants needed to synthesize it. (2) Given the product [NH2:20][CH2:19][CH2:18][NH:21][S:1]([C:4]1[C:16]2[CH:15]=[CH:14][CH:13]=[C:9]([N:10]([CH3:12])[CH3:11])[C:8]=2[CH:7]=[CH:6][CH:5]=1)(=[O:3])=[O:2], predict the reactants needed to synthesize it. The reactants are: [S:1](Cl)([C:4]1[C:16]2[CH:15]=[CH:14][CH:13]=[C:9]([N:10]([CH3:12])[CH3:11])[C:8]=2[CH:7]=[CH:6][CH:5]=1)(=[O:3])=[O:2].[CH2:18]([NH2:21])[CH2:19][NH2:20].Cl.[OH-].[Na+]. (3) Given the product [C:1]([NH:18][C@H:19]([C:35]([C@@:37]1([N:46]2[C:56]3[N:55]=[C:53]([NH2:54])[NH:52][C:50](=[O:51])[C:49]=3[N:48]=[CH:47]2)[O:45][C@H:42]([CH2:43][OH:44])[C@@H:40]([OH:41])[C@H:38]1[OH:39])=[O:36])[CH2:20][CH2:21][CH2:22][CH2:23][NH2:24])([O:3][CH2:4][CH:5]1[C:6]2[C:11](=[CH:10][CH:9]=[CH:8][CH:7]=2)[C:12]2[C:17]1=[CH:16][CH:15]=[CH:14][CH:13]=2)=[O:2], predict the reactants needed to synthesize it. The reactants are: [C:1]([NH:18][C@H:19]([C:35]([C@@:37]1([N:46]2[C:56]3[N:55]=[C:53]([NH2:54])[NH:52][C:50](=[O:51])[C:49]=3[N:48]=[CH:47]2)[O:45][C@H:42]([CH2:43][OH:44])[C@@H:40]([OH:41])[C@H:38]1[OH:39])=[O:36])[CH2:20][CH2:21][CH2:22][CH2:23][NH:24]C(OCC1C=CC=CC=1)=O)([O:3][CH2:4][CH:5]1[C:17]2[C:12](=[CH:13][CH:14]=[CH:15][CH:16]=2)[C:11]2[C:6]1=[CH:7][CH:8]=[CH:9][CH:10]=2)=[O:2]. (4) Given the product [CH3:13][O:12][C:9]1[CH:10]=[CH:11][C:6]([CH2:5][C:1]#[N:2])=[N:7][CH:8]=1, predict the reactants needed to synthesize it. The reactants are: [C-:1]#[N:2].[Na+].Cl[CH2:5][C:6]1[CH:11]=[CH:10][C:9]([O:12][CH3:13])=[CH:8][N:7]=1. (5) The reactants are: [CH:1]([NH:4][CH2:5][C:6]([CH3:9])([CH3:8])O)([CH3:3])[CH3:2].O=S(Cl)Cl.[CH3:14][C:15]1[CH:20]=[C:19]([N+:21]([O-:23])=[O:22])[CH:18]=[CH:17][C:16]=1[N:24]=[C:25]=[S:26]. Given the product [CH3:14][C:15]1[CH:20]=[C:19]([N+:21]([O-:23])=[O:22])[CH:18]=[CH:17][C:16]=1[N:24]=[C:25]1[N:4]([CH:1]([CH3:3])[CH3:2])[CH2:5][C:6]([CH3:9])([CH3:8])[S:26]1, predict the reactants needed to synthesize it.